Dataset: Orexin1 receptor HTS with 218,158 compounds and 233 confirmed actives. Task: Binary Classification. Given a drug SMILES string, predict its activity (active/inactive) in a high-throughput screening assay against a specified biological target. (1) The compound is O(Cc1cc([N+]([O-])=O)ccc1)C(=O)c1c(OCC)nccc1. The result is 0 (inactive). (2) The compound is Clc1c(CSc2n(c3c(n2)cccc3)C)cccc1. The result is 0 (inactive). (3) The molecule is O=c1n(c(NC2CCCCC2)cc(=O)n1C)C. The result is 0 (inactive).